Dataset: Forward reaction prediction with 1.9M reactions from USPTO patents (1976-2016). Task: Predict the product of the given reaction. (1) Given the reactants ClC1C(NC)=C(N)C=C(Cl)N=1.[Cl:12][C:13]1[C:18]2[N:19]([CH3:24])[C:20]([CH3:23])(O)[NH:21][C:17]=2[CH:16]=[C:15]([Cl:25])[N:14]=1.CO.CC1C=CC(S(O)(=O)=O)=CC=1, predict the reaction product. The product is: [Cl:12][C:13]1[C:18]2[N:19]([CH3:24])[C:20]([CH3:23])=[N:21][C:17]=2[CH:16]=[C:15]([Cl:25])[N:14]=1. (2) Given the reactants [H-].[Na+].[CH2:3]([N:10]1[CH2:15][CH2:14][C:13](=O)[CH2:12][CH2:11]1)[C:4]1[CH:9]=[CH:8][CH:7]=[CH:6][CH:5]=1.O1CC[CH2:19][CH2:18]1, predict the reaction product. The product is: [CH2:3]([N:10]1[CH2:15][CH2:14][CH:13]([C:18]#[CH:19])[CH2:12][CH2:11]1)[C:4]1[CH:9]=[CH:8][CH:7]=[CH:6][CH:5]=1. (3) Given the reactants [CH:1]1([C:4]2[CH:9]=[CH:8][CH:7]=[C:6]([CH2:10][CH3:11])[C:5]=2[CH:12]([C:14]2[N:15]=[CH:16][N:17](C(C3C=CC=CC=3)(C3C=CC=CC=3)C3C=CC=CC=3)[CH:18]=2)O)[CH2:3][CH2:2]1.C([SiH](CC)CC)C.FC(F)(F)C(O)=O, predict the reaction product. The product is: [CH:1]1([C:4]2[CH:9]=[CH:8][CH:7]=[C:6]([CH2:10][CH3:11])[C:5]=2[CH2:12][C:14]2[N:15]=[CH:16][NH:17][CH:18]=2)[CH2:2][CH2:3]1. (4) Given the reactants [CH2:1]([N:8]1[C:16]2[C:11](=[CH:12][C:13]([NH:17][C:18]3[CH:27]=[CH:26][C:25]([CH:28]4[CH2:30][CH2:29]4)=[CH:24][C:19]=3[C:20]([O:22]C)=[O:21])=[CH:14][CH:15]=2)[CH:10]=[CH:9]1)[C:2]1[CH:7]=[CH:6][CH:5]=[CH:4][CH:3]=1.[OH-].[Na+].O.Cl, predict the reaction product. The product is: [CH2:1]([N:8]1[C:16]2[C:11](=[CH:12][C:13]([NH:17][C:18]3[CH:27]=[CH:26][C:25]([CH:28]4[CH2:30][CH2:29]4)=[CH:24][C:19]=3[C:20]([OH:22])=[O:21])=[CH:14][CH:15]=2)[CH:10]=[CH:9]1)[C:2]1[CH:3]=[CH:4][CH:5]=[CH:6][CH:7]=1. (5) Given the reactants Cl[C:2]1[N:7]=[C:6]([N:8]2[CH2:13][CH2:12][CH:11]([O:14][CH2:15][C:16]3[CH:21]=[CH:20][C:19]([O:22][C:23]([F:26])([F:25])[F:24])=[CH:18][CH:17]=3)[CH2:10][CH2:9]2)[N:5]=[CH:4][N:3]=1.CCN(C(C)C)C(C)C.[NH2:36][C:37]1[C:38]([CH3:47])=[C:39]([CH:44]=[CH:45][CH:46]=1)[C:40]([NH:42][CH3:43])=[O:41], predict the reaction product. The product is: [CH3:43][NH:42][C:40](=[O:41])[C:39]1[CH:44]=[CH:45][CH:46]=[C:37]([NH:36][C:2]2[N:7]=[C:6]([N:8]3[CH2:13][CH2:12][CH:11]([O:14][CH2:15][C:16]4[CH:21]=[CH:20][C:19]([O:22][C:23]([F:26])([F:25])[F:24])=[CH:18][CH:17]=4)[CH2:10][CH2:9]3)[N:5]=[CH:4][N:3]=2)[C:38]=1[CH3:47]. (6) Given the reactants [CH3:1][N:2]([CH3:23])[C:3]1([C:21]#N)[CH2:8][CH2:7][CH:6]([CH2:9][O:10][CH2:11][C:12]#[C:13][Si:14]([CH2:19][CH3:20])([CH2:17][CH3:18])[CH2:15][CH3:16])[CH2:5][CH2:4]1.C([Mg]Cl)[C:25]1[CH:30]=[CH:29][CH:28]=[CH:27][CH:26]=1.[Cl-].[NH4+].O, predict the reaction product. The product is: [CH2:21]([C:3]1([N:2]([CH3:23])[CH3:1])[CH2:8][CH2:7][CH:6]([CH2:9][O:10][CH2:11][C:12]#[C:13][Si:14]([CH2:19][CH3:20])([CH2:17][CH3:18])[CH2:15][CH3:16])[CH2:5][CH2:4]1)[C:25]1[CH:30]=[CH:29][CH:28]=[CH:27][CH:26]=1. (7) Given the reactants Cl[C:2]([O:4][CH2:5][C:6]1[CH:11]=[CH:10][CH:9]=[CH:8][CH:7]=1)=[O:3].[F:12][C:13]1([F:24])[CH2:18][CH2:17][CH:16]([CH2:19][NH:20][CH2:21][CH2:22][OH:23])[CH2:15][CH2:14]1.CCN(C(C)C)C(C)C, predict the reaction product. The product is: [CH2:5]([O:4][C:2](=[O:3])[N:20]([CH2:19][CH:16]1[CH2:15][CH2:14][C:13]([F:12])([F:24])[CH2:18][CH2:17]1)[CH2:21][CH2:22][OH:23])[C:6]1[CH:11]=[CH:10][CH:9]=[CH:8][CH:7]=1. (8) Given the reactants [CH:1]([C:4]1[C:9]([CH:10]=[CH:11][N+:12]([O-])=O)=[CH:8][CH:7]=[CH:6][C:5]=1[O:15][CH3:16])([CH3:3])[CH3:2].[H-].[H-].[H-].[H-].[Li+].[Al+3].[Al+3].[Cl-].[Cl-].[Cl-], predict the reaction product. The product is: [CH:1]([C:4]1[C:5]([O:15][CH3:16])=[CH:6][CH:7]=[CH:8][C:9]=1[CH2:10][CH2:11][NH2:12])([CH3:3])[CH3:2]. (9) The product is: [Br:1][C:2]1[CH:11]=[CH:10][C:5]2[N:6]=[C:7]([N:23]3[CH2:24][CH2:25][N:20]([C:15]4[C:14]([C:13]([F:27])([F:12])[F:26])=[CH:19][CH:18]=[CH:17][N:16]=4)[CH2:21][CH2:22]3)[NH:8][C:4]=2[CH:3]=1. Given the reactants [Br:1][C:2]1[CH:11]=[CH:10][C:5]2[NH:6][C:7](Cl)=[N:8][C:4]=2[CH:3]=1.[F:12][C:13]([F:27])([F:26])[C:14]1[C:15]([N:20]2[CH2:25][CH2:24][NH:23][CH2:22][CH2:21]2)=[N:16][CH:17]=[CH:18][CH:19]=1, predict the reaction product.